Dataset: Full USPTO retrosynthesis dataset with 1.9M reactions from patents (1976-2016). Task: Predict the reactants needed to synthesize the given product. (1) Given the product [C:1]([O:5][C:6](=[O:18])[NH:7][C@H:8]([C:11]1[CH:16]=[CH:15][CH:14]=[C:13]([Cl:17])[CH:12]=1)[CH2:9][NH:10][CH:19]1[CH2:24][CH2:23][CH2:22][CH2:21][CH2:20]1)([CH3:4])([CH3:2])[CH3:3], predict the reactants needed to synthesize it. The reactants are: [C:1]([O:5][C:6](=[O:18])[NH:7][C@H:8]([C:11]1[CH:16]=[CH:15][CH:14]=[C:13]([Cl:17])[CH:12]=1)[CH2:9][NH2:10])([CH3:4])([CH3:3])[CH3:2].[C:19]1(=O)[CH2:24][CH2:23][CH2:22][CH2:21][CH2:20]1.[BH-](OC(C)=O)(OC(C)=O)OC(C)=O.[Na+]. (2) Given the product [NH2:23][C:14]1[S:13][C:17]2[CH2:18][CH:19]([NH:22][C:1](=[O:12])[O:7][C:8]([CH3:9])([CH3:10])[CH3:11])[CH2:20][CH2:21][C:16]=2[N:15]=1, predict the reactants needed to synthesize it. The reactants are: [C:1](=[O:12])([O:7][C:8]([CH3:11])([CH3:10])[CH3:9])OC(C)(C)C.[S:13]1[C:17]2[CH2:18][CH:19]([NH2:22])[CH2:20][CH2:21][C:16]=2[N:15]=[C:14]1[NH2:23].[Cl-].[Na+]. (3) Given the product [F:13][C:14]1[CH:15]=[C:16]([CH:17]=[CH:18][C:19]=1[N+:20]([O-:22])=[O:21])[O:23][C:2]1[CH:7]=[CH:6][N:5]=[C:4]([C:8]([O:10][CH2:11][CH3:12])=[O:9])[CH:3]=1, predict the reactants needed to synthesize it. The reactants are: Cl[C:2]1[CH:7]=[CH:6][N:5]=[C:4]([C:8]([O:10][CH2:11][CH3:12])=[O:9])[CH:3]=1.[F:13][C:14]1[CH:15]=[C:16]([OH:23])[CH:17]=[CH:18][C:19]=1[N+:20]([O-:22])=[O:21].ClC1C=CC=CC=1.C(=O)([O-])O.[Na+]. (4) Given the product [O:4]=[C:3]([CH3:5])[CH:2]([CH2:13][C:14]1[CH:15]=[CH:16][C:17]([CH2:18][O:19][CH:20]2[CH2:25][CH2:24][CH2:23][CH2:22][O:21]2)=[CH:26][CH:27]=1)[C:1]([O:7][CH2:8][CH3:9])=[O:6], predict the reactants needed to synthesize it. The reactants are: [C:1]([O:7][CH2:8][CH3:9])(=[O:6])[CH2:2][C:3]([CH3:5])=[O:4].[H-].[Na+].Cl[CH2:13][C:14]1[CH:27]=[CH:26][C:17]([CH2:18][O:19][CH:20]2[CH2:25][CH2:24][CH2:23][CH2:22][O:21]2)=[CH:16][CH:15]=1.[I-].[K+]. (5) The reactants are: [Cl:1][C:2]1[N:3]=[C:4]([N:18]2[CH2:23][CH2:22][O:21][CH2:20][CH2:19]2)[C:5]2[CH:10]=[C:9]([CH2:11][N:12]3[CH2:17][CH2:16][NH:15][CH2:14][CH2:13]3)[S:8][C:6]=2[N:7]=1.[S:24]1[CH:28]=[CH:27][CH:26]=[C:25]1[S:29](Cl)(=[O:31])=[O:30]. Given the product [Cl:1][C:2]1[N:3]=[C:4]([N:18]2[CH2:19][CH2:20][O:21][CH2:22][CH2:23]2)[C:5]2[CH:10]=[C:9]([CH2:11][N:12]3[CH2:17][CH2:16][N:15]([S:29]([C:25]4[S:24][CH:28]=[CH:27][CH:26]=4)(=[O:31])=[O:30])[CH2:14][CH2:13]3)[S:8][C:6]=2[N:7]=1, predict the reactants needed to synthesize it. (6) Given the product [CH:31]([N:14]([CH2:13][C@H:11]1[C@H:10]([NH:34][S:48]([C:45]2[CH:44]=[CH:43][C:42]([O:35][C:36]3[CH:41]=[CH:40][CH:39]=[CH:38][CH:37]=3)=[CH:47][CH:46]=2)(=[O:50])=[O:49])[CH2:9][NH:8][CH2:12]1)[C:15](=[O:30])[C:16]1[CH:21]=[CH:20][C:19]([O:22][CH3:23])=[C:18]([O:24][CH2:25][CH2:26][CH2:27][O:28][CH3:29])[CH:17]=1)([CH3:33])[CH3:32], predict the reactants needed to synthesize it. The reactants are: C(OC([N:8]1[CH2:12][C@@H:11]([CH2:13][N:14]([CH:31]([CH3:33])[CH3:32])[C:15](=[O:30])[C:16]2[CH:21]=[CH:20][C:19]([O:22][CH3:23])=[C:18]([O:24][CH2:25][CH2:26][CH2:27][O:28][CH3:29])[CH:17]=2)[C@H:10]([NH2:34])[CH2:9]1)=O)(C)(C)C.[O:35]([C:42]1[CH:47]=[CH:46][C:45]([S:48](Cl)(=[O:50])=[O:49])=[CH:44][CH:43]=1)[C:36]1[CH:41]=[CH:40][CH:39]=[CH:38][CH:37]=1.CC#N.O.CC#N. (7) Given the product [CH2:1]([NH:8][C:9](=[O:31])[N:10]([C:12]1[CH:13]=[C:14]([C:18]2[CH:23]=[CH:22][C:21]([CH2:24][CH2:25][C:26]([O:28][CH3:29])=[O:27])=[CH:20][C:19]=2[O:30][CH2:33][CH2:34][O:35][CH3:36])[CH:15]=[CH:16][CH:17]=1)[CH3:11])[CH2:2][CH2:3][CH2:4][CH2:5][CH2:6][CH3:7], predict the reactants needed to synthesize it. The reactants are: [CH2:1]([NH:8][C:9](=[O:31])[N:10]([C:12]1[CH:13]=[C:14]([C:18]2[CH:23]=[CH:22][C:21]([CH2:24][CH2:25][C:26]([O:28][CH3:29])=[O:27])=[CH:20][C:19]=2[OH:30])[CH:15]=[CH:16][CH:17]=1)[CH3:11])[CH2:2][CH2:3][CH2:4][CH2:5][CH2:6][CH3:7].Br[CH2:33][CH2:34][O:35][CH3:36].C(=O)([O-])[O-].[K+].[K+].[I-].[Na+]. (8) Given the product [Cl:22][C:18]1[CH:19]=[CH:20][CH:21]=[C:2]([Cl:1])[C:3]=1[CH2:4][N:5]1[CH:9]=[C:8]([N+:10]([O-:12])=[O:11])[N:7]=[C:6]1[CH2:13][OH:14], predict the reactants needed to synthesize it. The reactants are: [Cl:1][C:2]1[CH:21]=[CH:20][CH:19]=[C:18]([Cl:22])[C:3]=1[CH2:4][N:5]1[CH:9]=[C:8]([N+:10]([O-:12])=[O:11])[N:7]=[C:6]1[C:13](OCC)=[O:14].[Cl-].[Li+].[BH4-].[Na+].C(C(C(C([O-])=O)O)O)([O-])=O.[Na+].[K+]. (9) Given the product [OH:7][C:6]1[CH:8]=[C:9]2[C:11]([C:14]([C:15]3[CH:20]=[CH:19][CH:18]=[CH:17][CH:16]=3)=[CH:22][C:23](=[O:24])[O:10]2)=[CH:12][CH:13]=1, predict the reactants needed to synthesize it. The reactants are: OS(O)(=O)=O.[C:6]1([CH:13]=[CH:12][CH:11]=[C:9]([OH:10])[CH:8]=1)[OH:7].[C:14]([CH2:22][C:23](OCC)=[O:24])(=O)[C:15]1[CH:20]=[CH:19][CH:18]=[CH:17][CH:16]=1. (10) Given the product [N:1]1([C:5]([C:7]2[CH:8]=[N:9][N:10]([CH3:27])[C:11]=2[C:12]([NH:14][C:15]2[CH:20]=[CH:19][N:18]3[N:21]=[C:22]([C:24]([NH:32][CH2:31][CH2:30][O:29][CH3:28])=[O:25])[N:23]=[C:17]3[CH:16]=2)=[O:13])=[O:6])[CH2:4][CH2:3][CH2:2]1, predict the reactants needed to synthesize it. The reactants are: [N:1]1([C:5]([C:7]2[CH:8]=[N:9][N:10]([CH3:27])[C:11]=2[C:12]([NH:14][C:15]2[CH:20]=[CH:19][N:18]3[N:21]=[C:22]([C:24](O)=[O:25])[N:23]=[C:17]3[CH:16]=2)=[O:13])=[O:6])[CH2:4][CH2:3][CH2:2]1.[CH3:28][O:29][CH2:30][CH2:31][NH2:32].